Predict the reactants needed to synthesize the given product. From a dataset of Full USPTO retrosynthesis dataset with 1.9M reactions from patents (1976-2016). (1) Given the product [CH:1]([C:4]1[CH:5]=[CH:6][C:7]([N:10]([CH2:25][C:26]2[CH:27]=[N:28][N:29]([CH2:31][CH2:32][CH3:33])[CH:30]=2)[C:11]([CH:13]2[C:22]3[C:17](=[CH:18][CH:19]=[C:20]([O:23][CH3:24])[CH:21]=3)[CH2:16][CH2:15][CH2:14]2)=[O:12])=[CH:8][CH:9]=1)([CH3:3])[CH3:2], predict the reactants needed to synthesize it. The reactants are: [CH:1]([C:4]1[CH:9]=[CH:8][C:7]([N:10]([CH2:25][C:26]2[CH:27]=[N:28][NH:29][CH:30]=2)[C:11]([CH:13]2[C:22]3[C:17](=[CH:18][CH:19]=[C:20]([O:23][CH3:24])[CH:21]=3)[CH2:16][CH2:15][CH2:14]2)=[O:12])=[CH:6][CH:5]=1)([CH3:3])[CH3:2].[CH2:31](I)[CH2:32][CH3:33]. (2) Given the product [C:21]([C:23]1[CH:28]=[CH:27][CH:26]=[CH:25][C:24]=1[C:2]1[CH:3]=[CH:4][C:5]([O:8][CH2:9][C@@H:10]2[C@@H:15]([NH:16][S:17]([CH3:20])(=[O:19])=[O:18])[CH2:14][CH2:13][O:12][CH2:11]2)=[N:6][CH:7]=1)#[N:22], predict the reactants needed to synthesize it. The reactants are: Br[C:2]1[CH:3]=[CH:4][C:5]([O:8][CH2:9][C@@H:10]2[C@@H:15]([NH:16][S:17]([CH3:20])(=[O:19])=[O:18])[CH2:14][CH2:13][O:12][CH2:11]2)=[N:6][CH:7]=1.[C:21]([C:23]1[CH:28]=[CH:27][CH:26]=[CH:25][C:24]=1B(O)O)#[N:22].C1(P(C2CCCCC2)C2C=CC=CC=2C2C(C(C)C)=CC(C(C)C)=CC=2C(C)C)CCCCC1.[F-].[K+].